From a dataset of Peptide-MHC class I binding affinity with 185,985 pairs from IEDB/IMGT. Regression. Given a peptide amino acid sequence and an MHC pseudo amino acid sequence, predict their binding affinity value. This is MHC class I binding data. (1) The peptide sequence is RLFFKCIYR. The MHC is HLA-A30:01 with pseudo-sequence HLA-A30:01. The binding affinity (normalized) is 0.0847. (2) The peptide sequence is NHYLCLNCL. The MHC is HLA-B15:01 with pseudo-sequence HLA-B15:01. The binding affinity (normalized) is 0.0847. (3) The peptide sequence is GVNDTEAHA. The MHC is HLA-A25:01 with pseudo-sequence HLA-A25:01. The binding affinity (normalized) is 0.0847. (4) The peptide sequence is FQNQNGQFI. The MHC is H-2-Db with pseudo-sequence H-2-Db. The binding affinity (normalized) is 0.221.